The task is: Predict the product of the given reaction.. This data is from Forward reaction prediction with 1.9M reactions from USPTO patents (1976-2016). Given the reactants Br[C:2]1[N:6]2[N:7]=[C:8]([C:11]3[CH:16]=[CH:15][C:14]([C:17]([N:19]4[CH2:24][CH2:23][N:22]([CH3:25])[CH2:21][CH2:20]4)=[O:18])=[CH:13][CH:12]=3)[CH:9]=[CH:10][C:5]2=[N:4][CH:3]=1.[NH:26]1[C:34]2[C:29](=[CH:30][C:31](B(O)O)=[CH:32][CH:33]=2)[CH:28]=[CH:27]1.C([O-])([O-])=O.[Cs+].[Cs+], predict the reaction product. The product is: [NH:26]1[C:34]2[C:29](=[CH:30][C:31]([C:2]3[N:6]4[N:7]=[C:8]([C:11]5[CH:16]=[CH:15][C:14]([C:17]([N:19]6[CH2:20][CH2:21][N:22]([CH3:25])[CH2:23][CH2:24]6)=[O:18])=[CH:13][CH:12]=5)[CH:9]=[CH:10][C:5]4=[N:4][CH:3]=3)=[CH:32][CH:33]=2)[CH:28]=[CH:27]1.